From a dataset of Forward reaction prediction with 1.9M reactions from USPTO patents (1976-2016). Predict the product of the given reaction. (1) Given the reactants [NH2:1][CH2:2][CH2:3][NH:4][C@:5]12[CH2:40][CH2:39][C@@H:38]([C:41]([CH3:43])=[CH2:42])[C@@H:6]1[C@@H:7]1[C@@:20]([CH3:23])([CH2:21][CH2:22]2)[C@@:19]2([CH3:24])[C@@H:10]([C@:11]3([CH3:37])[C@@H:16]([CH2:17][CH2:18]2)[C:15]([CH3:26])([CH3:25])[C:14]([C:27]2[CH:36]=[CH:35][C:30]([C:31]([O:33][CH3:34])=[O:32])=[CH:29][CH:28]=2)=[CH:13][CH2:12]3)[CH2:9][CH2:8]1.CCN(C(C)C)C(C)C.[CH3:53][S:54](Cl)(=[O:56])=[O:55], predict the reaction product. The product is: [CH3:23][C@:20]12[C@@:19]3([CH3:24])[C@@H:10]([C@:11]4([CH3:37])[C@@H:16]([CH2:17][CH2:18]3)[C:15]([CH3:26])([CH3:25])[C:14]([C:27]3[CH:28]=[CH:29][C:30]([C:31]([O:33][CH3:34])=[O:32])=[CH:35][CH:36]=3)=[CH:13][CH2:12]4)[CH2:9][CH2:8][C@@H:7]1[C@H:6]1[C@H:38]([C:41]([CH3:43])=[CH2:42])[CH2:39][CH2:40][C@:5]1([NH:4][CH2:3][CH2:2][NH:1][S:54]([CH3:53])(=[O:56])=[O:55])[CH2:22][CH2:21]2. (2) The product is: [CH3:1][C:2]1[CH:7]=[CH:6][C:5]([C:12]2[CH:13]=[C:14]([CH:20]=[CH:21][N:22]=2)[C:15]([O:17][CH2:18][CH3:19])=[O:16])=[CH:4][CH:3]=1. Given the reactants [CH3:1][C:2]1[CH:7]=[CH:6][C:5](B(O)O)=[CH:4][CH:3]=1.Cl[C:12]1[CH:13]=[C:14]([CH:20]=[CH:21][N:22]=1)[C:15]([O:17][CH2:18][CH3:19])=[O:16], predict the reaction product. (3) Given the reactants [NH2:1][C@@H:2]([CH2:10][CH2:11][CH2:12][NH:13][C:14]([NH:16][S:17]([C:20]1[C:21]([CH3:34])=[C:22]2[C:27](=[C:28]([CH3:31])[C:29]=1[CH3:30])[O:26][C:25]([CH3:33])([CH3:32])[CH2:24][CH2:23]2)(=[O:19])=[O:18])=[NH:15])[C:3]([O:5][C:6]([CH3:9])([CH3:8])[CH3:7])=[O:4].CN(C(ON1N=N[C:45]2[CH:46]=[CH:47][CH:48]=[CH:49][C:44]1=2)=[N+](C)C)C.F[P-](F)(F)(F)(F)F.[CH3:59][N:60]([CH:62]=[O:63])[CH3:61], predict the reaction product. The product is: [C:21]1([CH:59]([C:44]2[CH:45]=[CH:46][CH:47]=[CH:48][CH:49]=2)[N:60]2[CH:61]=[CH:11][CH:10]=[C:2]([C:3]([NH:1][C@@H:2]([CH2:10][CH2:11][CH2:12][NH:13][C:14]([NH:16][S:17]([C:20]3[C:21]([CH3:34])=[C:22]4[C:27](=[C:28]([CH3:31])[C:29]=3[CH3:30])[O:26][C:25]([CH3:33])([CH3:32])[CH2:24][CH2:23]4)(=[O:18])=[O:19])=[NH:15])[C:3]([O:5][C:6]([CH3:7])([CH3:8])[CH3:9])=[O:4])=[O:4])[C:62]2=[O:63])[CH:22]=[CH:27][CH:28]=[CH:29][CH:20]=1. (4) Given the reactants [NH2:1][C:2]1[CH:10]=[CH:9][C:5]([C:6]([OH:8])=O)=[CH:4][C:3]=1[F:11].F[P-](F)(F)(F)(F)F.C[N+](C)=C(N(C)C)ON1C2N=CC=CC=2N=N1.CN(C)C=O.C(N(CC)C(C)C)(C)C.[Cl:50][C:51]1[CH:56]=[CH:55][C:54]([C:57]2([CH2:60][NH2:61])[CH2:59][CH2:58]2)=[CH:53][CH:52]=1.Cl, predict the reaction product. The product is: [NH2:1][C:2]1[CH:10]=[CH:9][C:5]([C:6]([NH:61][CH2:60][C:57]2([C:54]3[CH:53]=[CH:52][C:51]([Cl:50])=[CH:56][CH:55]=3)[CH2:59][CH2:58]2)=[O:8])=[CH:4][C:3]=1[F:11]. (5) Given the reactants [F:1][C:2]1[CH:7]=[C:6](OS(C(F)(F)F)(=O)=O)[CH:5]=[C:4]([F:16])[C:3]=1[C:17]1[N:22]=[C:21]([C:23]([O:25][CH3:26])=[O:24])[CH:20]=[CH:19][C:18]=1[F:27].[S:28]1[CH2:33][CH:32]=[C:31](B(O)O)[CH2:30][CH2:29]1.C(Cl)Cl, predict the reaction product. The product is: [S:28]1[CH2:29][CH:30]=[C:31]([C:6]2[CH:5]=[C:4]([F:16])[C:3]([C:17]3[N:22]=[C:21]([C:23]([O:25][CH3:26])=[O:24])[CH:20]=[CH:19][C:18]=3[F:27])=[C:2]([F:1])[CH:7]=2)[CH2:32][CH2:33]1.